From a dataset of Full USPTO retrosynthesis dataset with 1.9M reactions from patents (1976-2016). Predict the reactants needed to synthesize the given product. Given the product [Cl:1][C:2]1[CH:7]=[C:6]2[NH:8][C:9](=[O:31])[C:10]3([CH:15]([C:16]4[CH:21]=[CH:20][CH:19]=[C:18]([Cl:22])[CH:17]=4)[CH2:14][CH2:13][NH:12][CH:11]3[C:24]3[CH:29]=[CH:28][CH:27]=[C:26]([F:30])[CH:25]=3)[C:5]2=[CH:4][CH:3]=1, predict the reactants needed to synthesize it. The reactants are: [Cl:1][C:2]1[CH:7]=[C:6]2[NH:8][C:9](=[O:31])[C:10]3([CH:15]([C:16]4[CH:21]=[CH:20][CH:19]=[C:18]([Cl:22])[CH:17]=4)[CH2:14][C:13](=O)[NH:12][CH:11]3[C:24]3[CH:29]=[CH:28][CH:27]=[C:26]([F:30])[CH:25]=3)[C:5]2=[CH:4][CH:3]=1.[BH4-].[Na+].